This data is from Forward reaction prediction with 1.9M reactions from USPTO patents (1976-2016). The task is: Predict the product of the given reaction. (1) The product is: [Cl:1][C:2]1[S:6][C:5]([C:7]2[N:11]([CH2:12][CH2:13][O:14][CH3:15])[C:10](=[O:16])[N:9]([CH2:17][C:18]([NH:21][CH2:22][CH:23]([NH:34][C:35](=[O:41])[O:36][C:37]([CH3:39])([CH3:38])[CH3:40])[C:24]3[CH:29]=[CH:28][CH:27]=[CH:26][C:25]=3[C:30]([F:33])([F:32])[F:31])=[O:20])[N:8]=2)=[CH:4][CH:3]=1. Given the reactants [Cl:1][C:2]1[S:6][C:5]([C:7]2[N:11]([CH2:12][CH2:13][O:14][CH3:15])[C:10](=[O:16])[N:9]([CH2:17][C:18]([OH:20])=O)[N:8]=2)=[CH:4][CH:3]=1.[NH2:21][CH2:22][CH:23]([NH:34][C:35](=[O:41])[O:36][C:37]([CH3:40])([CH3:39])[CH3:38])[C:24]1[CH:29]=[CH:28][CH:27]=[CH:26][C:25]=1[C:30]([F:33])([F:32])[F:31], predict the reaction product. (2) Given the reactants F[C:2]1[CH:7]=[CH:6][C:5]([N+:8]([O-:10])=[O:9])=[CH:4][N:3]=1.[NH:11]1[CH:15]=[N:14][CH:13]=[N:12]1.C([O-])([O-])=O.[K+].[K+], predict the reaction product. The product is: [N+:8]([C:5]1[CH:6]=[CH:7][C:2]([N:11]2[CH:15]=[N:14][CH:13]=[N:12]2)=[N:3][CH:4]=1)([O-:10])=[O:9]. (3) Given the reactants [F:1][C:2]1[CH:3]=[C:4]([S:9]([NH2:12])(=[O:11])=[O:10])[CH:5]=[C:6]([F:8])[CH:7]=1.CO[CH:15](OC)[N:16]([CH3:18])[CH3:17], predict the reaction product. The product is: [F:8][C:6]1[CH:5]=[C:4]([S:9]([N:12]=[CH:15][N:16]([CH3:18])[CH3:17])(=[O:10])=[O:11])[CH:3]=[C:2]([F:1])[CH:7]=1.